From a dataset of NCI-60 drug combinations with 297,098 pairs across 59 cell lines. Regression. Given two drug SMILES strings and cell line genomic features, predict the synergy score measuring deviation from expected non-interaction effect. (1) Drug 1: COC1=C(C=C2C(=C1)N=CN=C2NC3=CC(=C(C=C3)F)Cl)OCCCN4CCOCC4. Drug 2: CC(C)CN1C=NC2=C1C3=CC=CC=C3N=C2N. Cell line: U251. Synergy scores: CSS=13.2, Synergy_ZIP=-3.92, Synergy_Bliss=2.49, Synergy_Loewe=0.420, Synergy_HSA=1.00. (2) Drug 1: C1CN(P(=O)(OC1)NCCCl)CCCl. Drug 2: C(CN)CNCCSP(=O)(O)O. Cell line: OVCAR-8. Synergy scores: CSS=-6.64, Synergy_ZIP=0.691, Synergy_Bliss=-3.41, Synergy_Loewe=-6.26, Synergy_HSA=-5.88. (3) Drug 1: C1CCN(CC1)CCOC2=CC=C(C=C2)C(=O)C3=C(SC4=C3C=CC(=C4)O)C5=CC=C(C=C5)O. Synergy scores: CSS=-2.44, Synergy_ZIP=1.81, Synergy_Bliss=-0.794, Synergy_Loewe=-2.51, Synergy_HSA=-3.64. Drug 2: C1CCC(C1)C(CC#N)N2C=C(C=N2)C3=C4C=CNC4=NC=N3. Cell line: SNB-19. (4) Drug 1: COC1=NC(=NC2=C1N=CN2C3C(C(C(O3)CO)O)O)N. Drug 2: CC12CCC3C(C1CCC2OP(=O)(O)O)CCC4=C3C=CC(=C4)OC(=O)N(CCCl)CCCl.[Na+]. Cell line: SF-539. Synergy scores: CSS=13.2, Synergy_ZIP=-7.82, Synergy_Bliss=-6.09, Synergy_Loewe=-7.40, Synergy_HSA=-4.61.